From a dataset of Forward reaction prediction with 1.9M reactions from USPTO patents (1976-2016). Predict the product of the given reaction. (1) Given the reactants OC[C:3]1[O:7][C:6]([CH:8]=[CH:9][C:10](=[O:19])[CH2:11][CH2:12][CH2:13][CH2:14][CH2:15][CH2:16][CH2:17][CH3:18])=[CH:5][CH:4]=1, predict the reaction product. The product is: [O:7]1[CH:3]=[CH:4][CH:5]=[C:6]1[CH:8]=[CH:9][C:10](=[O:19])[CH2:11][CH2:12][CH2:13][CH2:14][CH2:15][CH2:16][CH2:17][CH3:18]. (2) Given the reactants C([O:8][C:9]1[CH:14]=[C:13]([CH2:15][O:16][CH2:17][C:18]2[CH:23]=[CH:22][CH:21]=[CH:20][CH:19]=2)[CH:12]=[CH:11][C:10]=1[CH:24]([NH:58][C:59]1[CH:64]=[CH:63][C:62]([F:65])=[CH:61][CH:60]=1)[CH:25]([CH2:40][CH2:41][CH:42]([O:50][Si:51]([C:54]([CH3:57])([CH3:56])[CH3:55])([CH3:53])[CH3:52])[C:43]1[CH:48]=[CH:47][C:46]([F:49])=[CH:45][CH:44]=1)[C:26](N1C(C2C=CC=CC=2)COC1=O)=[O:27])C1C=CC=CC=1.C[Si](C([Si](C)(C)C)C(N)=O)(C)C.[F-].C([N+](CCCC)(CCCC)CCCC)CCC.[C:96]1([CH3:102])[CH:101]=[CH:100][CH:99]=[CH:98][CH:97]=1, predict the reaction product. The product is: [CH2:102]([O:8][C:9]1[CH:14]=[C:13]([CH2:15][O:16][CH2:17][C:18]2[CH:23]=[CH:22][CH:21]=[CH:20][CH:19]=2)[CH:12]=[CH:11][C:10]=1[CH:24]1[N:58]([C:59]2[CH:60]=[CH:61][C:62]([F:65])=[CH:63][CH:64]=2)[C:26](=[O:27])[CH:25]1[CH2:40][CH2:41][CH:42]([O:50][Si:51]([C:54]([CH3:56])([CH3:57])[CH3:55])([CH3:52])[CH3:53])[C:43]1[CH:44]=[CH:45][C:46]([F:49])=[CH:47][CH:48]=1)[C:96]1[CH:101]=[CH:100][CH:99]=[CH:98][CH:97]=1. (3) Given the reactants OS(O)(=O)=O.[OH:6][C:7]1[CH:15]=[CH:14][C:10]([C:11]([OH:13])=[O:12])=[CH:9][C:8]=1[C:16]([F:19])([F:18])[F:17].[CH3:20]COC(C)=O, predict the reaction product. The product is: [OH:6][C:7]1[CH:15]=[CH:14][C:10]([C:11]([O:13][CH3:20])=[O:12])=[CH:9][C:8]=1[C:16]([F:17])([F:18])[F:19]. (4) Given the reactants Br[C:2]1[N:7]=[C:6]([CH:8]=[O:9])[CH:5]=[CH:4][C:3]=1[O:10][CH2:11][CH2:12][O:13][Si:14]([C:17]([CH3:20])([CH3:19])[CH3:18])([CH3:16])[CH3:15].[CH3:21][S:22]([C:24]1[CH:25]=[C:26](B(O)O)[CH:27]=[CH:28][CH:29]=1)=[O:23].C([O-])([O-])=O.[Na+].[Na+], predict the reaction product. The product is: [Si:14]([O:13][CH2:12][CH2:11][O:10][C:3]1[CH:4]=[CH:5][C:6]([CH:8]=[O:9])=[N:7][C:2]=1[C:28]1[CH:27]=[CH:26][CH:25]=[C:24]([S:22]([CH3:21])=[O:23])[CH:29]=1)([C:17]([CH3:20])([CH3:19])[CH3:18])([CH3:16])[CH3:15]. (5) Given the reactants [CH:1]1([N:6]2[C:15]3[N:14]=[C:13]([NH:16][C:17]4[CH:31]=[CH:30][C:20]([C:21]([NH:23][CH:24]5[CH2:29][CH2:28][NH:27][CH2:26][CH2:25]5)=[O:22])=[CH:19][C:18]=4[O:32][CH3:33])[N:12]=[CH:11][C:10]=3[N:9]([CH3:34])[C:8](=[O:35])[C@H:7]2[CH2:36][CH3:37])[CH2:5][CH2:4][CH2:3][CH2:2]1.Br[CH2:39][CH2:40][C@H:41]([NH:50][C:51]([O:53][C:54]([CH3:57])([CH3:56])[CH3:55])=[O:52])[C:42]([O:44][CH:45]1[CH2:49][CH2:48][CH2:47][CH2:46]1)=[O:43].C([O-])([O-])=O.[K+].[K+].[Na+].[I-], predict the reaction product. The product is: [C:54]([O:53][C:51]([NH:50][C@@H:41]([CH2:40][CH2:39][N:27]1[CH2:26][CH2:25][CH:24]([NH:23][C:21](=[O:22])[C:20]2[CH:30]=[CH:31][C:17]([NH:16][C:13]3[N:12]=[CH:11][C:10]4[N:9]([CH3:34])[C:8](=[O:35])[C@@H:7]([CH2:36][CH3:37])[N:6]([CH:1]5[CH2:5][CH2:4][CH2:3][CH2:2]5)[C:15]=4[N:14]=3)=[C:18]([O:32][CH3:33])[CH:19]=2)[CH2:29][CH2:28]1)[C:42]([O:44][CH:45]1[CH2:46][CH2:47][CH2:48][CH2:49]1)=[O:43])=[O:52])([CH3:57])([CH3:56])[CH3:55].